Dataset: Full USPTO retrosynthesis dataset with 1.9M reactions from patents (1976-2016). Task: Predict the reactants needed to synthesize the given product. Given the product [CH3:1][O:2][C:3]1[CH:4]=[C:5]([CH:8]=[CH:9][C:10]=1[OH:11])[C:6]#[N:16], predict the reactants needed to synthesize it. The reactants are: [CH3:1][O:2][C:3]1[CH:4]=[C:5]([CH:8]=[CH:9][C:10]=1[OH:11])[CH:6]=O.Cl.NO.C[N:16](C=O)C.